Dataset: Reaction yield outcomes from USPTO patents with 853,638 reactions. Task: Predict the reaction yield, written as a fraction of the theoretical maximum amount of product (1.0 means a 100% yield; for example, 0.34 means a 34% yield). (1) The product is [Br:1][C:2]1[C:7]([CH2:8][OH:9])=[C:6]([OH:10])[C:5]([OH:11])=[CH:4][CH:3]=1. The yield is 0.910. The reactants are [Br:1][C:2]1[C:7]([CH:8]=[O:9])=[C:6]([OH:10])[C:5]([OH:11])=[CH:4][CH:3]=1.[BH4-].[Na+].[NH4+].[Cl-].Cl. The catalyst is C1COCC1. (2) The reactants are [OH:1][C:2]([CH3:8])([CH3:7])[CH2:3][C:4]([OH:6])=[O:5].O1[B:14]([C@@H:15]([NH:20][C:21](=[O:34])[CH2:22][NH:23][C:24](=[O:33])[C:25]2[CH:30]=[C:29]([Cl:31])[CH:28]=[CH:27][C:26]=2[Cl:32])[CH2:16][CH:17]([CH3:19])[CH3:18])O[B:14]([C@@H:15]([NH:20][C:21](=[O:34])[CH2:22][NH:23][C:24](=[O:33])[C:25]2[CH:30]=[C:29]([Cl:31])[CH:28]=[CH:27][C:26]=2[Cl:32])[CH2:16][CH:17]([CH3:19])[CH3:18])O[B:14]1[C@@H:15]([NH:20][C:21](=[O:34])[CH2:22][NH:23][C:24](=[O:33])[C:25]1[CH:30]=[C:29]([Cl:31])[CH:28]=[CH:27][C:26]=1[Cl:32])[CH2:16][CH:17]([CH3:19])[CH3:18]. The catalyst is CCOC(C)=O. The product is [Cl:32][C:26]1[CH:27]=[CH:28][C:29]([Cl:31])=[CH:30][C:25]=1[C:24]([NH:23][CH2:22][C:21]([NH:20][C@H:15]([B:14]1[O:1][C:2]([CH3:8])([CH3:7])[CH2:3][C:4](=[O:6])[O:5]1)[CH2:16][CH:17]([CH3:19])[CH3:18])=[O:34])=[O:33]. The yield is 0.950. (3) The yield is 0.0800. The reactants are Cl[C:2]1[NH:10][C:9]2[C:4](=[N:5][CH:6]=[CH:7][CH:8]=2)[C:3]=1[C:11]#[N:12].[CH3:13][O:14][C:15]([CH:17]1[CH2:22][CH2:21][NH:20][CH2:19][CH2:18]1)=[O:16]. No catalyst specified. The product is [CH3:13][O:14][C:15]([CH:17]1[CH2:22][CH2:21][N:20]([C:2]2[NH:10][C:9]3[C:4](=[N:5][CH:6]=[CH:7][CH:8]=3)[C:3]=2[C:11]#[N:12])[CH2:19][CH2:18]1)=[O:16]. (4) The reactants are [Cl:1][C:2]1[C:3]([C:21](=O)[CH2:22][CH:23]2[CH2:28][CH2:27][N:26]([C:29]([O:31][C:32]([CH3:35])([CH3:34])[CH3:33])=[O:30])[CH2:25][CH2:24]2)=[C:4]2[CH:10]=[CH:9][N:8]([Si](C(C)C)(C(C)C)C(C)C)[C:5]2=[N:6][CH:7]=1.[NH2:37][NH2:38].CC(O)=O. The catalyst is CCO. The product is [Cl:1][C:2]1[C:3]([C:21](=[N:37][NH2:38])[CH2:22][CH:23]2[CH2:28][CH2:27][N:26]([C:29]([O:31][C:32]([CH3:35])([CH3:34])[CH3:33])=[O:30])[CH2:25][CH2:24]2)=[C:4]2[CH:10]=[CH:9][NH:8][C:5]2=[N:6][CH:7]=1. The yield is 0.440. (5) The reactants are C[O:2][C:3](=O)[C:4]1[CH:9]=[CH:8][CH:7]=[C:6]([C:10]2[O:11][C:12]3[CH:18]=[CH:17][C:16]([F:19])=[CH:15][C:13]=3[N:14]=2)[CH:5]=1.[H-].[H-].[H-].[H-].[Li+].[Al+3].O.[OH-].[Na+]. The catalyst is C1COCC1. The product is [F:19][C:16]1[CH:17]=[CH:18][C:12]2[O:11][C:10]([C:6]3[CH:5]=[C:4]([CH2:3][OH:2])[CH:9]=[CH:8][CH:7]=3)=[N:14][C:13]=2[CH:15]=1. The yield is 0.740. (6) The reactants are [Cl:1][C:2]1[CH:3]=[C:4]2[C:9](=[CH:10][CH:11]=1)[NH:8][C:7](=[O:12])[C:6]([C:13]1[O:17][N:16]=[C:15]([CH2:18][OH:19])[CH:14]=1)=[C:5]2[C:20]1[CH:25]=[CH:24][CH:23]=[CH:22][CH:21]=1.CC(OI1(OC(C)=O)(OC(C)=O)OC(=O)C2C=CC=CC1=2)=O. The catalyst is CC#N. The product is [Cl:1][C:2]1[CH:3]=[C:4]2[C:9](=[CH:10][CH:11]=1)[NH:8][C:7](=[O:12])[C:6]([C:13]1[O:17][N:16]=[C:15]([CH:18]=[O:19])[CH:14]=1)=[C:5]2[C:20]1[CH:21]=[CH:22][CH:23]=[CH:24][CH:25]=1. The yield is 0.660. (7) The reactants are [Br:1][C:2]1[CH:11]=[C:10]2[C:5]([N:6]=[CH:7][C:8](=O)[NH:9]2)=[CH:4][CH:3]=1.CN(C=O)C.O=P(Cl)(Cl)[Cl:20]. No catalyst specified. The product is [Br:1][C:2]1[CH:11]=[C:10]2[C:5]([N:6]=[CH:7][C:8]([Cl:20])=[N:9]2)=[CH:4][CH:3]=1. The yield is 0.750.